Predict which catalyst facilitates the given reaction. From a dataset of Catalyst prediction with 721,799 reactions and 888 catalyst types from USPTO. (1) Reactant: FC(F)(F)C(O)=O.[OH:8][C:9]1[CH:36]=[CH:35][C:34]([C:37]2[CH:42]=[CH:41][CH:40]=[CH:39][CH:38]=2)=[CH:33][C:10]=1[C:11]([NH:13][C:14]1[CH:26]=[C:25]([C:27]2[CH:32]=[CH:31][CH:30]=[CH:29][CH:28]=2)[CH:24]=[CH:23][C:15]=1[C:16]([O:18]C(C)(C)C)=[O:17])=[O:12]. Product: [OH:8][C:9]1[CH:36]=[CH:35][C:34]([C:37]2[CH:42]=[CH:41][CH:40]=[CH:39][CH:38]=2)=[CH:33][C:10]=1[C:11]([NH:13][C:14]1[CH:26]=[C:25]([C:27]2[CH:32]=[CH:31][CH:30]=[CH:29][CH:28]=2)[CH:24]=[CH:23][C:15]=1[C:16]([OH:18])=[O:17])=[O:12]. The catalyst class is: 2. (2) Reactant: [OH:1][C@H:2]1[CH2:24][CH2:23][C@@:22]2([CH3:25])[C:4](=[CH:5][CH2:6][C@@H:7]3[C@@H:21]2[CH2:20][C@@H:19]([OH:26])[C@@:18]2([CH3:27])[C@:8]3([OH:28])[CH2:9][CH2:10][C@@H:11]2[C:12]2(OCCO2)[CH3:13])[CH2:3]1. Product: [OH:1][C@H:2]1[CH2:24][CH2:23][C@@:22]2([CH3:25])[C:4](=[CH:5][CH2:6][C@@H:7]3[C@@H:21]2[CH2:20][C@@H:19]([OH:26])[C@@:18]2([CH3:27])[C@:8]3([OH:28])[CH2:9][CH2:10][C@@H:11]2[CH2:12][CH3:13])[CH2:3]1. The catalyst class is: 15.